From a dataset of Forward reaction prediction with 1.9M reactions from USPTO patents (1976-2016). Predict the product of the given reaction. (1) Given the reactants C([O:8][C:9]1[CH:10]=[C:11]([CH:19]=[C:20]([O:30]CC2C=CC=CC=2)[C:21]=1[O:22]CC1C=CC=CC=1)[C:12]([NH:14][CH2:15][CH2:16][CH2:17][CH3:18])=[O:13])C1C=CC=CC=1, predict the reaction product. The product is: [CH2:15]([NH:14][C:12](=[O:13])[C:11]1[CH:19]=[C:20]([OH:30])[C:21]([OH:22])=[C:9]([OH:8])[CH:10]=1)[CH2:16][CH2:17][CH3:18]. (2) Given the reactants [NH2:1][CH2:2][CH2:3][CH2:4][CH2:5][CH2:6][CH2:7][OH:8].[CH3:9][C:10]([O:13][C:14](O[C:14]([O:13][C:10]([CH3:12])([CH3:11])[CH3:9])=[O:15])=[O:15])([CH3:12])[CH3:11], predict the reaction product. The product is: [OH:8][CH2:7][CH2:6][CH2:5][CH2:4][CH2:3][CH2:2][NH:1][C:14](=[O:15])[O:13][C:10]([CH3:12])([CH3:11])[CH3:9]. (3) Given the reactants C([N:8]1[CH2:13][CH2:12][C:11]([OH:15])([OH:14])[C:10]([F:17])([F:16])[CH2:9]1)C1C=CC=CC=1.[C:26](O[C:26]([O:28][C:29]([CH3:32])([CH3:31])[CH3:30])=[O:27])([O:28][C:29]([CH3:32])([CH3:31])[CH3:30])=[O:27], predict the reaction product. The product is: [F:16][C:10]1([F:17])[C:11]([OH:15])([OH:14])[CH2:12][CH2:13][N:8]([C:26]([O:28][C:29]([CH3:30])([CH3:31])[CH3:32])=[O:27])[CH2:9]1. (4) Given the reactants [NH2:1][C:2]1[CH:16]=[CH:15][C:5]([CH2:6][P:7](=[O:14])([O:11][CH2:12][CH3:13])[O:8][CH2:9][CH3:10])=[CH:4][CH:3]=1.[Cl:17][C:18]1[CH:23]=[CH:22][C:21]([C:24]2[O:28][N:27]=[CH:26][C:25]=2[CH2:29][CH2:30][C:31](O)=[O:32])=[CH:20][CH:19]=1.O.ON1C2C=CC=CC=2N=N1.Cl.C(N=C=NCCCN(C)C)C, predict the reaction product. The product is: [CH2:12]([O:11][P:7]([CH2:6][C:5]1[CH:4]=[CH:3][C:2]([NH:1][C:31](=[O:32])[CH2:30][CH2:29][C:25]2[CH:26]=[N:27][O:28][C:24]=2[C:21]2[CH:22]=[CH:23][C:18]([Cl:17])=[CH:19][CH:20]=2)=[CH:16][CH:15]=1)([O:8][CH2:9][CH3:10])=[O:14])[CH3:13]. (5) Given the reactants [NH2:1][C@H:2]1[CH2:6][C@H:5]([OH:7])[C@@H:4]([CH2:8][OH:9])[CH2:3]1.[Cl:10][C:11]1[C:16]([CH2:17][CH:18]([O:22][CH2:23][CH3:24])[O:19][CH2:20][CH3:21])=[C:15](Cl)[N:14]=[CH:13][N:12]=1.C(N(CC)CC)C, predict the reaction product. The product is: [Cl:10][C:11]1[N:12]=[CH:13][N:14]=[C:15]([NH:1][C@H:2]2[CH2:6][C@H:5]([OH:7])[C@@H:4]([CH2:8][OH:9])[CH2:3]2)[C:16]=1[CH2:17][CH:18]([O:22][CH2:23][CH3:24])[O:19][CH2:20][CH3:21]. (6) The product is: [O:18]1[CH2:23][CH2:22][CH:21]([NH:24][C:3]2[CH:2]=[C:1]([NH:17][C:14]3[CH:13]=[C:12]([CH3:11])[NH:16][N:15]=3)[N:10]=[C:1]([CH:2]=[CH:3][C:4]3[CH:9]=[CH:8][CH:7]=[CH:6][CH:5]=3)[N:10]=2)[CH2:20][CH2:19]1. Given the reactants [C:1](#[N:10])[CH:2]=[CH:3][C:4]1[CH:9]=[CH:8][CH:7]=[CH:6][CH:5]=1.[CH3:11][C:12]1[NH:16][N:15]=[C:14]([NH2:17])[CH:13]=1.[O:18]1[CH2:23][CH2:22][CH:21]([NH2:24])[CH2:20][CH2:19]1, predict the reaction product. (7) Given the reactants [NH:1]1[C:5]2[CH2:6][O:7][CH2:8][CH2:9][C:4]=2[C:3]([C:10]([O:12][CH2:13][CH3:14])=[O:11])=[N:2]1.[H-].[Na+].[CH3:17][Si:18]([CH2:21][CH2:22][O:23][CH2:24]Cl)([CH3:20])[CH3:19], predict the reaction product. The product is: [CH3:17][Si:18]([CH3:20])([CH3:19])[CH2:21][CH2:22][O:23][CH2:24][N:1]1[C:5]2[CH2:6][O:7][CH2:8][CH2:9][C:4]=2[C:3]([C:10]([O:12][CH2:13][CH3:14])=[O:11])=[N:2]1. (8) The product is: [OH:1][C:2]1[C:9]([O:10][CH:11]([CH3:13])[CH3:12])=[C:8]([N+:14]([O-:16])=[O:15])[CH:7]=[CH:6][C:3]=1[C:4]([OH:22])=[O:5]. Given the reactants [OH:1][C:2]1[C:9]([O:10][CH:11]([CH3:13])[CH3:12])=[C:8]([N+:14]([O-:16])=[O:15])[CH:7]=[CH:6][C:3]=1[CH:4]=[O:5].CC(=CC)C.[O-:22]Cl=O.[Na+].[OH-].[Na+], predict the reaction product. (9) Given the reactants CCCCCCCCCC[CH2:11][CH2:12][O:13]S([O-])(=O)=O.[Na+].C1C(Cl)=CC(SC2C=C(Cl)C=C[C:28]=2[OH:34])=C(O)C=1.C(N([C:43]([CH2:48][OH:49])([CH2:46]O)[CH2:44][OH:45])CCO)CO.CCN(C1C=CC(C(C2C=CC(NC3C=CC(OCC)=CC=3)=CC=2)=C2C=CC(=[N+](CC3C=CC=C(S([O-])(=O)=O)C=3)CC)C=C2)=CC=1)CC1C=CC=C(S([O-])(=O)=O)C=1.[Na+], predict the reaction product. The product is: [CH2:12]1[O:13][CH:44]([OH:45])[C:43]2=[CH:46][C:28]([O:49][C:48]2=[CH:11]1)=[O:34]. (10) Given the reactants [Se:1]1[CH:5]=[CH:4][CH:3]=[C:2]1[C:6]1[Se:7][CH:8]=[CH:9][C:10]=1[C:11]1[Se:12][CH:13]=[CH:14][C:15]=1[C:16]1[Se:17][CH:18]=[CH:19][C:20]=1C1[Se]C=CC=1C1[Se]C=CC=1C1[Se]C=CC=1C1[Se]C=CC=1.C1C(=O)N([Br:48])C(=O)C1, predict the reaction product. The product is: [Br:48][C:2]1([C:6]2[Se:7][CH:8]=[CH:9][C:10]=2[C:11]2[Se:12][CH:13]=[CH:14][C:15]=2[C:16]2[Se:17][CH:18]=[CH:19][CH:20]=2)[CH2:3][CH:4]=[CH:5][Se:1]1.